Dataset: Reaction yield outcomes from USPTO patents with 853,638 reactions. Task: Predict the reaction yield, written as a fraction of the theoretical maximum amount of product (1.0 means a 100% yield; for example, 0.34 means a 34% yield). (1) The reactants are [CH2:1]([O:3][C:4](=[O:16])[C:5]1[CH:10]=[CH:9][C:8]([NH:11][C:12](=[O:15])[CH:13]=[CH2:14])=[CH:7][CH:6]=1)[CH3:2].[NH:17]1[C:25]2[CH2:24][CH2:23][CH2:22][C:21](=[O:26])[C:20]=2[CH:19]=[CH:18]1.C(=O)([O-])[O-:28].[K+].[K+].O. The catalyst is CN(C)C=O. The product is [CH2:1]([O:3][C:4](=[O:16])[C:5]1[CH:10]=[CH:9][C:8]([NH:11][C:12](=[O:15])[CH2:13][CH2:14][N:17]2[C:25]3[CH2:24][CH2:23][CH2:22][C:21](=[O:26])[C:20]=3[CH2:19][C:18]2=[O:28])=[CH:7][CH:6]=1)[CH3:2]. The yield is 0.560. (2) The reactants are [F:1][C:2]1[CH:10]=[C:9]2[C:5]([C:6]([C:20]3[N:21]=[C:22]4[C:28]([C:29]([OH:31])=O)=[CH:27][N:26]([CH2:32][O:33][CH2:34][CH2:35][Si:36]([CH3:39])([CH3:38])[CH3:37])[C:23]4=[N:24][CH:25]=3)=[N:7][N:8]2[CH2:11][C:12]([N:14]2[CH2:19][CH2:18][O:17][CH2:16][CH2:15]2)=[O:13])=[CH:4][CH:3]=1.C(N1C=CN=C1)(N1C=CN=C1)=O.[C:52]([NH2:56])([CH3:55])([CH3:54])[CH3:53]. The catalyst is C1COCC1. The product is [C:52]([NH:56][C:29]([C:28]1[C:22]2[C:23](=[N:24][CH:25]=[C:20]([C:6]3[C:5]4[C:9](=[CH:10][C:2]([F:1])=[CH:3][CH:4]=4)[N:8]([CH2:11][C:12]([N:14]4[CH2:19][CH2:18][O:17][CH2:16][CH2:15]4)=[O:13])[N:7]=3)[N:21]=2)[N:26]([CH2:32][O:33][CH2:34][CH2:35][Si:36]([CH3:37])([CH3:38])[CH3:39])[CH:27]=1)=[O:31])([CH3:55])([CH3:54])[CH3:53]. The yield is 0.700. (3) The reactants are [OH:1][N:2]=[C:3]([Cl:7])[CH:4]([CH3:6])[CH3:5].[CH3:8][S:9](Cl)(=[O:11])=[O:10].C(N(C(C)C)C(C)C)C. The catalyst is C(Cl)Cl. The product is [CH3:8][S:9]([O:1][N:2]=[C:3]([Cl:7])[CH:4]([CH3:6])[CH3:5])(=[O:11])=[O:10]. The yield is 0.410. (4) The yield is 0.770. The catalyst is CN(C=O)C. The product is [C:35]([O:39][C:40]([N:42]1[C@H:46]([CH2:47][O:27][C:24]2[CH:25]=[CH:26][C:21]([C:3]([CH2:4][CH3:5])([C:6]3[CH:11]=[CH:10][C:9]([CH2:12][CH2:13][CH:14]([OH:19])[C:15]([CH3:17])([CH3:18])[CH3:16])=[C:8]([CH3:20])[CH:7]=3)[CH2:1][CH3:2])=[CH:22][C:23]=2[CH3:28])[CH2:45][O:44][C:43]1([CH3:59])[CH3:60])=[O:41])([CH3:38])([CH3:36])[CH3:37]. The reactants are [CH2:1]([C:3]([C:21]1[CH:26]=[CH:25][C:24]([OH:27])=[C:23]([CH3:28])[CH:22]=1)([C:6]1[CH:11]=[CH:10][C:9]([CH2:12][CH2:13][CH:14]([OH:19])[C:15]([CH3:18])([CH3:17])[CH3:16])=[C:8]([CH3:20])[CH:7]=1)[CH2:4][CH3:5])[CH3:2].C([O-])([O-])=O.[Cs+].[Cs+].[C:35]([O:39][C:40]([N:42]1[C@H:46]([CH2:47]OS(C2C=CC(C)=CC=2)(=O)=O)[CH2:45][O:44][C:43]1([CH3:60])[CH3:59])=[O:41])([CH3:38])([CH3:37])[CH3:36].[NH4+].[Cl-].